From a dataset of Catalyst prediction with 721,799 reactions and 888 catalyst types from USPTO. Predict which catalyst facilitates the given reaction. (1) Reactant: [S:1]1[CH:5]=[CH:4][CH:3]=[C:2]1[C:6]1[S:7][C:8]([C:11]2[S:12][CH:13]=[CH:14][CH:15]=2)=[CH:9][CH:10]=1.C1C(=O)N([Br:23])C(=O)C1. Product: [Br:23][C:13]1[S:12][C:11]([C:8]2[S:7][C:6]([C:2]3[S:1][CH:5]=[CH:4][CH:3]=3)=[CH:10][CH:9]=2)=[CH:15][CH:14]=1. The catalyst class is: 85. (2) Reactant: [CH3:1][O:2][C:3]1[CH:12]=[CH:11][C:10]2[C:5](=[CH:6][CH:7]=[CH:8][CH:9]=2)[CH:4]=1.[Cl-].[Al+3].[Cl-].[Cl-].[C:17](Cl)(=[O:27])[CH2:18][CH2:19][CH2:20][CH2:21][CH2:22][CH2:23][CH2:24][CH2:25][CH3:26].O. Product: [C:17]([C:8]1[CH:7]=[CH:6][C:5]2[C:10](=[CH:11][CH:12]=[C:3]([O:2][CH3:1])[CH:4]=2)[CH:9]=1)(=[O:27])[CH2:18][CH2:19][CH2:20][CH2:21][CH2:22][CH2:23][CH2:24][CH2:25][CH3:26]. The catalyst class is: 463. (3) Reactant: [F:1][C:2]1[C:7]([OH:8])=[CH:6][CH:5]=[CH:4][C:3]=1[CH2:9][NH:10][C:11]([C:13]1[CH:14]=[C:15]2[C:20](=[CH:21][CH:22]=1)[N:19]=[CH:18][CH:17]=[CH:16]2)=[O:12].[H-].[Na+].CN(C=O)C.Cl[CH2:31][CH2:32][CH2:33][CH2:34][C:35]#[CH:36]. Product: [F:1][C:2]1[C:7]([O:8][CH2:36][CH2:35][CH2:34][CH2:33][C:32]#[CH:31])=[CH:6][CH:5]=[CH:4][C:3]=1[CH2:9][NH:10][C:11]([C:13]1[CH:14]=[C:15]2[C:20](=[CH:21][CH:22]=1)[N:19]=[CH:18][CH:17]=[CH:16]2)=[O:12]. The catalyst class is: 6.